This data is from Peptide-MHC class I binding affinity with 185,985 pairs from IEDB/IMGT. The task is: Regression. Given a peptide amino acid sequence and an MHC pseudo amino acid sequence, predict their binding affinity value. This is MHC class I binding data. (1) The peptide sequence is KSQLVWMACH. The MHC is HLA-A33:01 with pseudo-sequence HLA-A33:01. The binding affinity (normalized) is 0.358. (2) The peptide sequence is MKELSPRWY. The MHC is HLA-A01:01 with pseudo-sequence HLA-A01:01. The binding affinity (normalized) is 0.